This data is from Reaction yield outcomes from USPTO patents with 853,638 reactions. The task is: Predict the reaction yield, written as a fraction of the theoretical maximum amount of product (1.0 means a 100% yield; for example, 0.34 means a 34% yield). (1) The reactants are [F:1][C:2]([F:7])([F:6])[C:3]([OH:5])=[O:4].[F:8][C:9]([F:14])([F:13])[C:10]([OH:12])=[O:11].FC(F)(F)C(O)=O.[Cl:22][C:23]1[CH:24]=[N:25][C:26]2[NH:27][C:28]3[CH:29]=[N:30][CH:31]=[C:32]([CH:54]=3)[CH2:33][CH2:34][C:35]3[CH:43]=[C:39]([NH:40][C:41]=1[N:42]=2)[CH:38]=[CH:37][C:36]=3[NH:44][C:45](=[O:53])[CH2:46][CH:47]1[CH2:52][CH2:51][NH:50][CH2:49][CH2:48]1.[CH3:55][N:56]1[CH:60]=[C:59]([S:61](Cl)(=[O:63])=[O:62])[N:58]=[C:57]1[CH3:65]. No catalyst specified. The product is [F:1][C:2]([F:7])([F:6])[C:3]([OH:5])=[O:4].[F:8][C:9]([F:14])([F:13])[C:10]([OH:12])=[O:11].[Cl:22][C:23]1[CH:24]=[N:25][C:26]2[NH:27][C:28]3[CH:29]=[N:30][CH:31]=[C:32]([CH:54]=3)[CH2:33][CH2:34][C:35]3[CH:43]=[C:39]([NH:40][C:41]=1[N:42]=2)[CH:38]=[CH:37][C:36]=3[NH:44][C:45](=[O:53])[CH2:46][CH:47]1[CH2:52][CH2:51][N:50]([S:61]([C:59]2[N:58]=[C:57]([CH3:65])[N:56]([CH3:55])[CH:60]=2)(=[O:63])=[O:62])[CH2:49][CH2:48]1. The yield is 0.240. (2) The reactants are [F:1][C:2]1[CH:13]=[CH:12][C:5]([O:6][CH2:7][C:8](=[O:11])[C:9]#[CH:10])=[CH:4][CH:3]=1.C(=O)C.C(CN)O. No catalyst specified. The product is [F:1][C:2]1[CH:13]=[CH:12][C:5]([O:6][CH2:7][C@@H:8]([OH:11])[C:9]#[CH:10])=[CH:4][CH:3]=1. The yield is 1.00. (3) The reactants are [OH-].[K+].CS(C)=O.[F:7][C:8]1[C:9]([O:18][CH3:19])=[C:10]2[C:14](=[CH:15][CH:16]=1)[NH:13][N:12]=[C:11]2[NH2:17].Cl[CH2:21][C:22]1[CH:23]=[C:24]([CH:27]=[CH:28][CH:29]=1)[C:25]#[N:26]. The catalyst is O. The product is [NH2:17][C:11]1[C:10]2[C:14](=[CH:15][CH:16]=[C:8]([F:7])[C:9]=2[O:18][CH3:19])[N:13]([CH2:21][C:22]2[CH:23]=[C:24]([CH:27]=[CH:28][CH:29]=2)[C:25]#[N:26])[N:12]=1. The yield is 0.480. (4) The reactants are [C:1]([C:5]1[CH:14]=[CH:13][C:8]([C:9]([O:11][CH3:12])=[O:10])=[C:7]([OH:15])[CH:6]=1)([CH3:4])([CH3:3])[CH3:2].[C:16]([N:23]1[CH2:28][CH2:27][CH:26](O)[CH2:25][CH2:24]1)([O:18][C:19]([CH3:22])([CH3:21])[CH3:20])=[O:17].C1(P(C2C=CC=CC=2)C2C=CC=CC=2)C=CC=CC=1.N(C(OC(C)C)=O)=NC(OC(C)C)=O. The catalyst is C1COCC1. The product is [C:1]([C:5]1[CH:14]=[CH:13][C:8]([C:9]([O:11][CH3:12])=[O:10])=[C:7]([O:15][CH:26]2[CH2:27][CH2:28][N:23]([C:16]([O:18][C:19]([CH3:22])([CH3:21])[CH3:20])=[O:17])[CH2:24][CH2:25]2)[CH:6]=1)([CH3:4])([CH3:2])[CH3:3]. The yield is 0.730. (5) The reactants are [CH3:1][O:2][C:3](=[O:34])[NH:4][CH:5]([C:9]([N:11]1[CH:17]([C:18]2[NH:19][C:20]([C:23]3[CH:32]=[CH:31][C:30]4[C:25](=[CH:26][CH:27]=[C:28](Br)[CH:29]=4)[CH:24]=3)=[CH:21][N:22]=2)[CH2:16][C:13]2([CH2:15][CH2:14]2)[CH2:12]1)=[O:10])[CH:6]([CH3:8])[CH3:7].[C:35]([O:39][C:40]([N:42]1[CH:47]([C:48]2[NH:49][C:50]([C:53]3[CH:58]=[CH:57][C:56](B4OC(C)(C)C(C)(C)O4)=[CH:55][CH:54]=3)=[CH:51][N:52]=2)[CH:46]2[CH2:68][CH:43]1[CH2:44][CH2:45]2)=[O:41])([CH3:38])([CH3:37])[CH3:36].C([O-])(O)=O.[Na+].N#N. The catalyst is COCCOC.C1C=CC([P]([Pd]([P](C2C=CC=CC=2)(C2C=CC=CC=2)C2C=CC=CC=2)([P](C2C=CC=CC=2)(C2C=CC=CC=2)C2C=CC=CC=2)[P](C2C=CC=CC=2)(C2C=CC=CC=2)C2C=CC=CC=2)(C2C=CC=CC=2)C2C=CC=CC=2)=CC=1. The product is [C:35]([O:39][C:40]([N:42]1[CH:47]([C:48]2[NH:49][C:50]([C:53]3[CH:58]=[CH:57][C:56]([C:28]4[CH:27]=[CH:26][C:25]5[C:30](=[CH:31][CH:32]=[C:23]([C:20]6[NH:19][C:18]([CH:17]7[CH2:16][C:13]8([CH2:15][CH2:14]8)[CH2:12][N:11]7[C:9](=[O:10])[CH:5]([NH:4][C:3]([O:2][CH3:1])=[O:34])[CH:6]([CH3:8])[CH3:7])=[N:22][CH:21]=6)[CH:24]=5)[CH:29]=4)=[CH:55][CH:54]=3)=[CH:51][N:52]=2)[CH:46]2[CH2:68][CH:43]1[CH2:44][CH2:45]2)=[O:41])([CH3:38])([CH3:36])[CH3:37]. The yield is 0.560. (6) The reactants are FC(F)(F)C(O)=O.[O:8]=[C:9]1[CH:18]([CH:19]2[CH2:24][CH2:23][N:22](C(OC(C)(C)C)=O)[CH2:21][CH2:20]2)[CH2:17][C:16]2[C:11](=[CH:12][CH:13]=[CH:14][CH:15]=2)[NH:10]1. The catalyst is ClCCl. The product is [NH:22]1[CH2:21][CH2:20][CH:19]([CH:18]2[CH2:17][C:16]3[C:11](=[CH:12][CH:13]=[CH:14][CH:15]=3)[NH:10][C:9]2=[O:8])[CH2:24][CH2:23]1. The yield is 1.00. (7) The reactants are [C:1]([O:5][C:6]([N:8]([C:37]([O:39][C:40]([CH3:43])([CH3:42])[CH3:41])=[O:38])[C:9]1[C:10]([C:16]2[O:20][C:19]([C:21]3[CH:26]=[CH:25][C:24]([CH2:27][N:28]([CH3:36])[C:29](=[O:35])[O:30][C:31]([CH3:34])([CH3:33])[CH3:32])=[CH:23][CH:22]=3)=[N:18][N:17]=2)=[N:11][C:12](Br)=[CH:13][N:14]=1)=[O:7])([CH3:4])([CH3:3])[CH3:2].[CH2:44]1[C:48]2([CH2:52][CH2:51][NH:50][CH2:49]2)[CH2:47][N:46]([C:53](=[O:56])[CH2:54][CH3:55])[CH2:45]1.CCN(CC)CC. The catalyst is CN(C=O)C.CCOC(C)=O. The product is [C:1]([O:5][C:6]([N:8]([C:37]([O:39][C:40]([CH3:43])([CH3:42])[CH3:41])=[O:38])[C:9]1[C:10]([C:16]2[O:20][C:19]([C:21]3[CH:26]=[CH:25][C:24]([CH2:27][N:28]([CH3:36])[C:29](=[O:35])[O:30][C:31]([CH3:34])([CH3:33])[CH3:32])=[CH:23][CH:22]=3)=[N:18][N:17]=2)=[N:11][C:12]([N:50]2[CH2:51][CH2:52][C:48]3([CH2:44][CH2:45][N:46]([C:53](=[O:56])[CH2:54][CH3:55])[CH2:47]3)[CH2:49]2)=[CH:13][N:14]=1)=[O:7])([CH3:4])([CH3:3])[CH3:2]. The yield is 0.750. (8) The yield is 0.610. The reactants are [Br:1]N1C(=O)CCC1=O.[CH3:9][N:10]1[C:14]([C:15]2[CH:16]=[C:17]([NH:29]C(=O)C)[CH:18]=[CH:19][C:20]=2[O:21][CH2:22][C:23]([CH3:28])([N+:25]([O-:27])=[O:26])[CH3:24])=[CH:13][CH:12]=[N:11]1.[OH-].[Na+].O. The product is [Br:1][C:13]1[CH:12]=[N:11][N:10]([CH3:9])[C:14]=1[C:15]1[CH:16]=[C:17]([CH:18]=[CH:19][C:20]=1[O:21][CH2:22][C:23]([CH3:28])([N+:25]([O-:27])=[O:26])[CH3:24])[NH2:29]. The catalyst is CO. (9) The reactants are [C:1]([C:3]1[CH:8]=[C:7]([O:9][CH3:10])[C:6]([O:11][CH2:12][C:13]2[CH:18]=[CH:17][CH:16]=[C:15]([S:19]([CH3:27])(=[N:21][C:22]([O:24][CH2:25][CH3:26])=[O:23])=[O:20])[CH:14]=2)=[CH:5][C:4]=1[N:28]=[CH:29]N(C)C)#[N:2].[NH2:33][C:34]1[CH:39]=[CH:38][N:37]=[C:36]([CH3:40])[CH:35]=1. The catalyst is ClCCl.CO. The product is [CH2:25]([O:24][C:22]([N:21]=[S:19]([CH3:27])([C:15]1[CH:16]=[CH:17][CH:18]=[C:13]([CH2:12][O:11][C:6]2[CH:5]=[C:4]3[C:3]([C:1]([NH:33][C:34]4[CH:39]=[CH:38][N:37]=[C:36]([CH3:40])[CH:35]=4)=[N:2][CH:29]=[N:28]3)=[CH:8][C:7]=2[O:9][CH3:10])[CH:14]=1)=[O:20])=[O:23])[CH3:26]. The yield is 0.190.